This data is from Aqueous solubility values for 9,982 compounds from the AqSolDB database. The task is: Regression/Classification. Given a drug SMILES string, predict its absorption, distribution, metabolism, or excretion properties. Task type varies by dataset: regression for continuous measurements (e.g., permeability, clearance, half-life) or binary classification for categorical outcomes (e.g., BBB penetration, CYP inhibition). For this dataset (solubility_aqsoldb), we predict Y. (1) The Y is -0.708 log mol/L. The compound is S=C1NCCN1. (2) The compound is CC(C)(S)[C@@H](N)C(=O)O. The Y is -0.129 log mol/L. (3) The molecule is Cc1cc(S(=O)(=O)c2ccccc2)ccc1NS(=O)(=O)C(F)(F)F. The Y is -3.80 log mol/L. (4) The molecule is CC12CCC(CC1=O)C(C)(C)O2. The Y is -0.925 log mol/L. (5) The compound is Oc1c(Br)cc(Br)cc1Br. The Y is -3.67 log mol/L. (6) The drug is Clc1cc(Cl)c(Oc2cc(Cl)c(Cl)cc2Cl)c(Cl)c1. The Y is -8.04 log mol/L. (7) The compound is Nc1cc(Cl)nc(C(=O)O)c1Cl. The Y is -0.00425 log mol/L.